From a dataset of Full USPTO retrosynthesis dataset with 1.9M reactions from patents (1976-2016). Predict the reactants needed to synthesize the given product. (1) Given the product [C:18]([NH:15][C:14]1[CH:16]=[CH:17][N:10]([C@@H:1]2[O:9][C@H:6]([CH2:7][OH:8])[C@@H:4]([OH:5])[C@H:2]2[OH:3])[C:11](=[O:12])[N:13]=1)(=[O:25])[C:19]1[CH:24]=[CH:23][CH:22]=[CH:21][CH:20]=1, predict the reactants needed to synthesize it. The reactants are: [C@@H:1]1([N:10]2[CH:17]=[CH:16][C:14]([NH2:15])=[N:13][C:11]2=[O:12])[O:9][C@H:6]([CH2:7][OH:8])[C@@H:4]([OH:5])[C@H:2]1[OH:3].[C:18](O[C:18](=[O:25])[C:19]1[CH:24]=[CH:23][CH:22]=[CH:21][CH:20]=1)(=[O:25])[C:19]1[CH:24]=[CH:23][CH:22]=[CH:21][CH:20]=1.O. (2) Given the product [Cl:1][C:2]1[C:3]([C:19]([OH:21])=[O:20])=[C:4]2[CH:9]=[CH:8][CH:7]=[N:6][N:5]2[C:10]=1[CH:11]([CH:13]1[CH2:18][CH2:17][O:16][CH2:15][CH2:14]1)[CH3:12], predict the reactants needed to synthesize it. The reactants are: [Cl:1][C:2]1[C:3]([C:19]([O:21]CC)=[O:20])=[C:4]2[CH:9]=[CH:8][CH:7]=[N:6][N:5]2[C:10]=1[CH:11]([CH:13]1[CH2:18][CH2:17][O:16][CH2:15][CH2:14]1)[CH3:12].[OH-].[Na+].Cl. (3) Given the product [OH:15][B:12]1[C:11]2[CH:16]=[CH:17][C:8]([O:7][C:6]3[CH:5]=[CH:4][C:3]([NH:22][C:21](=[O:29])[CH3:20])=[CH:19][CH:18]=3)=[CH:9][C:10]=2[CH2:14][O:13]1, predict the reactants needed to synthesize it. The reactants are: NC[C:3]1[CH:19]=[CH:18][C:6]([O:7][C:8]2[CH:17]=[CH:16][C:11]3[B:12]([OH:15])[O:13][CH2:14][C:10]=3[CH:9]=2)=[CH:5][CH:4]=1.[CH3:20][CH2:21][N:22](CC)CC.C(Cl)(=[O:29])C. (4) Given the product [CH3:30][NH:31][C:14]([C:11]1([C:17]2[CH:22]=[CH:21][CH:20]=[CH:19][N:18]=2)[NH:10][C:9]2[C:4]([N+:1]([O-:3])=[O:2])=[CH:5][CH:6]=[CH:7][C:8]=2[O:13][CH2:12]1)=[O:16], predict the reactants needed to synthesize it. The reactants are: [N+:1]([C:4]1[C:9]2[NH:10][C:11]([C:17]3[CH:22]=[CH:21][CH:20]=[CH:19][N:18]=3)([C:14]([OH:16])=O)[CH2:12][O:13][C:8]=2[CH:7]=[CH:6][CH:5]=1)([O-:3])=[O:2].F[P-](F)(F)(F)(F)F.[CH3:30][N+:31](C)=C(N(C)C)ON1C2N=CC=CC=2N=N1.C(N(CC)C(C)C)(C)C.CN.C(O)C. (5) Given the product [CH3:24][O:23][C:17]1[CH:16]=[C:15]([N:8]2[CH:7]=[CH:6][C:5]3[C:10](=[CH:11][CH:12]=[C:3]([O:2][CH3:1])[CH:4]=3)[C:9]2=[O:13])[CH:22]=[CH:21][C:18]=1[CH:19]=[O:20], predict the reactants needed to synthesize it. The reactants are: [CH3:1][O:2][C:3]1[CH:4]=[C:5]2[C:10](=[CH:11][CH:12]=1)[C:9]([OH:13])=[N:8][CH:7]=[CH:6]2.Br[C:15]1[CH:22]=[CH:21][C:18]([CH:19]=[O:20])=[C:17]([O:23][CH3:24])[CH:16]=1.N1CCC[C@H]1C(O)=O.C(=O)([O-])[O-].[K+].[K+]. (6) The reactants are: [Cl:1][C:2]1[C:3]([C:23](OCC)=[O:24])=[C:4]([CH3:22])[N:5]([S:13]([C:16]2[CH:21]=[CH:20][CH:19]=[CH:18][CH:17]=2)(=[O:15])=[O:14])[C:6]=1[C:7]1[CH:12]=[CH:11][CH:10]=[CH:9][CH:8]=1.[H-].C([Al+]CC(C)C)C(C)C.C[N+]1([O-])CCOCC1. Given the product [Cl:1][C:2]1[C:3]([CH:23]=[O:24])=[C:4]([CH3:22])[N:5]([S:13]([C:16]2[CH:17]=[CH:18][CH:19]=[CH:20][CH:21]=2)(=[O:15])=[O:14])[C:6]=1[C:7]1[CH:8]=[CH:9][CH:10]=[CH:11][CH:12]=1, predict the reactants needed to synthesize it. (7) The reactants are: [OH:1][C:2]1[CH:10]=[C:9]([O:11][CH2:12][CH2:13][CH2:14][CH2:15][CH2:16][CH2:17][CH2:18][CH3:19])[CH:8]=[CH:7][C:3]=1[C:4]([NH2:6])=O.C([Sn](=O)CCCC)CCC. Given the product [OH:1][C:2]1[CH:10]=[C:9]([O:11][CH2:12][CH2:13][CH2:14][CH2:15][CH2:16][CH2:17][CH2:18][CH3:19])[CH:8]=[CH:7][C:3]=1[C:4]#[N:6], predict the reactants needed to synthesize it. (8) Given the product [CH3:19][C:8]1[C:9]([O:12][C:13]2[CH:18]=[CH:17][CH:16]=[CH:15][CH:14]=2)=[N:10][C:11]2[C:6]([CH:7]=1)=[CH:5][CH:4]=[CH:3][C:2]=2[C:25](=[O:27])[CH3:26], predict the reactants needed to synthesize it. The reactants are: Br[C:2]1[CH:3]=[CH:4][CH:5]=[C:6]2[C:11]=1[N:10]=[C:9]([O:12][C:13]1[CH:18]=[CH:17][CH:16]=[CH:15][CH:14]=1)[C:8]([CH3:19])=[CH:7]2.C([Sn](CCCC)(CCCC)[C:25]([O:27]CC)=[CH2:26])CCC.